The task is: Predict the product of the given reaction.. This data is from Forward reaction prediction with 1.9M reactions from USPTO patents (1976-2016). (1) Given the reactants [C:1]([C:5]1[CH:12]=[CH:11][C:8]([CH:9]=O)=[CH:7][CH:6]=1)([CH3:4])([CH3:3])[CH3:2].[Cl:13][C:14]1[CH:19]=[CH:18][C:17]([CH2:20][CH2:21][NH2:22])=[CH:16][CH:15]=1.[BH4-].[Na+], predict the reaction product. The product is: [C:1]([C:5]1[CH:12]=[CH:11][C:8]([CH2:9][NH:22][CH2:21][CH2:20][C:17]2[CH:18]=[CH:19][C:14]([Cl:13])=[CH:15][CH:16]=2)=[CH:7][CH:6]=1)([CH3:4])([CH3:3])[CH3:2]. (2) The product is: [CH3:1][O:2][CH2:3][CH2:4][O:5][CH2:6][CH2:7][O:8][C:21]([O:23][CH:24]([N:28]1[N:32]=[C:31]([C:33]([O:35][CH2:36][CH3:37])=[O:34])[C:30]([C:38](=[O:52])[C:39]2[CH:44]=[C:43]([O:45][CH3:46])[C:42]([O:47][CH3:48])=[CH:41][C:40]=2[N+:49]([O-:51])=[O:50])=[N:29]1)[CH:25]([CH3:27])[CH3:26])=[O:22]. Given the reactants [CH3:1][O:2][CH2:3][CH2:4][O:5][CH2:6][CH2:7][OH:8].FC(F)(F)C(O)=O.N1([C:21]([O:23][CH:24]([N:28]2[N:32]=[C:31]([C:33]([O:35][CH2:36][CH3:37])=[O:34])[C:30]([C:38](=[O:52])[C:39]3[CH:44]=[C:43]([O:45][CH3:46])[C:42]([O:47][CH3:48])=[CH:41][C:40]=3[N+:49]([O-:51])=[O:50])=[N:29]2)[CH:25]([CH3:27])[CH3:26])=[O:22])C=CN=C1, predict the reaction product. (3) Given the reactants [CH2:1]([O:8][C:9]1[CH:14]=[CH:13][C:12]([C@@H:15]([OH:18])[CH2:16][Br:17])=[CH:11][C:10]=1[N+:19]([O-])=O)[C:2]1[CH:7]=[CH:6][CH:5]=[CH:4][CH:3]=1.C1COCC1, predict the reaction product. The product is: [NH2:19][C:10]1[CH:11]=[C:12]([C@@H:15]([OH:18])[CH2:16][Br:17])[CH:13]=[CH:14][C:9]=1[O:8][CH2:1][C:2]1[CH:7]=[CH:6][CH:5]=[CH:4][CH:3]=1. (4) Given the reactants [Cl:1][C:2]1[C:3]([CH:9]=O)=[N:4][CH:5]=[C:6]([Cl:8])[N:7]=1.[NH2:11][CH2:12][C@@H:13]([C:15]1[CH:20]=[CH:19][CH:18]=[CH:17][CH:16]=1)[OH:14].C(O[BH-](OC(=O)C)OC(=O)C)(=O)C.[Na+], predict the reaction product. The product is: [Cl:1][C:2]1[C:3]([CH2:9][NH:11][CH2:12][C@@H:13]([C:15]2[CH:20]=[CH:19][CH:18]=[CH:17][CH:16]=2)[OH:14])=[N:4][CH:5]=[C:6]([Cl:8])[N:7]=1.